This data is from Peptide-MHC class II binding affinity with 134,281 pairs from IEDB. The task is: Regression. Given a peptide amino acid sequence and an MHC pseudo amino acid sequence, predict their binding affinity value. This is MHC class II binding data. (1) The peptide sequence is AAPANPGLIIGA. The MHC is DRB1_0404 with pseudo-sequence QEFFIASGAAVDAIMEVHFDYYDLQRATYHVVFT. The binding affinity (normalized) is 0.0491. (2) The peptide sequence is MPFVTTQPEALAAAA. The MHC is HLA-DQA10501-DQB10201 with pseudo-sequence HLA-DQA10501-DQB10201. The binding affinity (normalized) is 0.378. (3) The peptide sequence is QLKEYVWKTLKSGKV. The MHC is DRB5_0101 with pseudo-sequence DRB5_0101. The binding affinity (normalized) is 0.565. (4) The peptide sequence is DTFRKLFRVYSDFLR. The MHC is DRB1_0301 with pseudo-sequence DRB1_0301. The binding affinity (normalized) is 0.145. (5) The peptide sequence is RIFGRRSIPVNEALA. The MHC is DRB1_0301 with pseudo-sequence DRB1_0301. The binding affinity (normalized) is 0.436. (6) The peptide sequence is FIRINNLKVKMAQED. The MHC is DRB1_0404 with pseudo-sequence DRB1_0404. The binding affinity (normalized) is 0.574. (7) The peptide sequence is DCCMEILGAVLEAVD. The MHC is DRB1_0401 with pseudo-sequence DRB1_0401. The binding affinity (normalized) is 0.0624.